From a dataset of Catalyst prediction with 721,799 reactions and 888 catalyst types from USPTO. Predict which catalyst facilitates the given reaction. (1) Reactant: [C:9](O[C:9]([O:11][C:12]([CH3:15])([CH3:14])[CH3:13])=[O:10])([O:11][C:12]([CH3:15])([CH3:14])[CH3:13])=[O:10].[C:16]1([C@H:22]([CH2:24][OH:25])[NH2:23])[CH:21]=[CH:20][CH:19]=[CH:18][CH:17]=1.C(N(CC)CC)C. Product: [C:12]([O:11][C:9](=[O:10])[NH:23][C@H:22]([C:16]1[CH:21]=[CH:20][CH:19]=[CH:18][CH:17]=1)[CH2:24][OH:25])([CH3:13])([CH3:14])[CH3:15]. The catalyst class is: 7. (2) Reactant: [Cl:1][C:2]1[C:7]([O:8][CH3:9])=[CH:6][C:5]([O:10][CH3:11])=[C:4]([Cl:12])[C:3]=1[C:13]1[CH:14]=[C:15]2[C:20](=[CH:21][CH:22]=1)[N:19]=[C:18]([NH:23][C:24]1[C:29]([N+:30]([O-])=O)=[CH:28][CH:27]=[CH:26][C:25]=1[CH3:33])[N:17]=[CH:16]2. Product: [Cl:12][C:4]1[C:5]([O:10][CH3:11])=[CH:6][C:7]([O:8][CH3:9])=[C:2]([Cl:1])[C:3]=1[C:13]1[CH:14]=[C:15]2[C:20](=[CH:21][CH:22]=1)[N:19]=[C:18]([NH:23][C:24]1[C:29]([NH2:30])=[CH:28][CH:27]=[CH:26][C:25]=1[CH3:33])[N:17]=[CH:16]2. The catalyst class is: 381. (3) Reactant: C([O:5][C:6]([C:8]1[CH:40]=[CH:39][C:11]([CH2:12][C:13]2[CH:38]=[CH:37][CH:36]=[CH:35][C:14]=2[O:15][CH2:16][CH2:17][N:18]2[CH2:23][CH2:22][CH:21]([N:24]3[C:28]4[CH:29]=[CH:30][CH:31]=[CH:32][C:27]=4[N:26]=[C:25]3[CH2:33][OH:34])[CH2:20][CH2:19]2)=[CH:10][CH:9]=1)=[O:7])C(C)C.[OH-].[Na+].Cl. Product: [C:6]([C:8]1[CH:9]=[CH:10][C:11]([CH2:12][C:13]2[CH:38]=[CH:37][CH:36]=[CH:35][C:14]=2[O:15][CH2:16][CH2:17][N:18]2[CH2:23][CH2:22][CH:21]([N:24]3[C:28]4[CH:29]=[CH:30][CH:31]=[CH:32][C:27]=4[N:26]=[C:25]3[CH2:33][OH:34])[CH2:20][CH2:19]2)=[CH:39][CH:40]=1)([OH:7])=[O:5]. The catalyst class is: 5. (4) Product: [N:23]1[CH:22]=[CH:21][C:20]([C:17]2[S:18][CH:19]=[C:15]([N:3]3[CH2:4][C@:5]4([CH:10]5[CH2:11][CH2:12][N:7]([CH2:8][CH2:9]5)[CH2:6]4)[O:1][C:2]3=[O:13])[CH:16]=2)=[CH:25][CH:24]=1. The catalyst class is: 205. Reactant: [O:1]1[C@@:5]2([CH:10]3[CH2:11][CH2:12][N:7]([CH2:8][CH2:9]3)[CH2:6]2)[CH2:4][NH:3][C:2]1=[O:13].Br[C:15]1[CH:16]=[C:17]([C:20]2[CH:25]=[CH:24][N:23]=[CH:22][CH:21]=2)[S:18][CH:19]=1. (5) Reactant: [Cl:1][CH2:2][CH2:3][CH2:4][S:5][C:6]1[CH:15]=[CH:14][C:9]([C:10]([O:12][CH3:13])=[O:11])=[CH:8][CH:7]=1.[OH2:16].[OH:17]OS([O-])=O.[K+]. Product: [Cl:1][CH2:2][CH2:3][CH2:4][S:5]([C:6]1[CH:15]=[CH:14][C:9]([C:10]([O:12][CH3:13])=[O:11])=[CH:8][CH:7]=1)(=[O:17])=[O:16]. The catalyst class is: 5. (6) Reactant: [C:1]1([OH:7])[CH:6]=[CH:5][CH:4]=[CH:3][CH:2]=1.[OH-].[Na+].[CH:10]1[CH:15]=[CH:14][C:13]([C@H:16]2[O:18][C@@H:17]2[CH2:19][OH:20])=[CH:12][CH:11]=1. Product: [O:7]([C@@H:16]([C:13]1[CH:14]=[CH:15][CH:10]=[CH:11][CH:12]=1)[C@H:17]([OH:18])[CH2:19][OH:20])[C:1]1[CH:6]=[CH:5][CH:4]=[CH:3][CH:2]=1. The catalyst class is: 6.